Dataset: Full USPTO retrosynthesis dataset with 1.9M reactions from patents (1976-2016). Task: Predict the reactants needed to synthesize the given product. (1) Given the product [C:1]([CH2:3][C:4]1([N:8]2[CH:12]=[C:11]([C:13]3[CH:18]=[N:17][N:16]4[C:19]([C:22]5[CH:23]=[C:24]([NH:28][C:29]([NH:31][CH2:32][C:33]([F:35])([F:36])[F:34])=[O:30])[CH:25]=[CH:26][CH:27]=5)=[CH:20][N:21]=[C:15]4[CH:14]=3)[CH:10]=[N:9]2)[CH2:5][N:6]([C:40](=[O:41])[CH2:39][O:38][CH3:37])[CH2:7]1)#[N:2], predict the reactants needed to synthesize it. The reactants are: [C:1]([CH2:3][C:4]1([N:8]2[CH:12]=[C:11]([C:13]3[CH:18]=[N:17][N:16]4[C:19]([C:22]5[CH:23]=[C:24]([NH:28][C:29]([NH:31][CH2:32][C:33]([F:36])([F:35])[F:34])=[O:30])[CH:25]=[CH:26][CH:27]=5)=[CH:20][N:21]=[C:15]4[CH:14]=3)[CH:10]=[N:9]2)[CH2:7][NH:6][CH2:5]1)#[N:2].[CH3:37][O:38][CH2:39][C:40](Cl)=[O:41]. (2) Given the product [F:1][C:2]1[C:7]([C:8]([F:11])([F:10])[F:9])=[CH:6][C:5]([N+:21]([O-:23])=[O:22])=[C:4]([NH:12][C:13](=[O:15])[CH3:14])[CH:3]=1, predict the reactants needed to synthesize it. The reactants are: [F:1][C:2]1[CH:3]=[C:4]([NH:12][C:13](=[O:15])[CH3:14])[CH:5]=[CH:6][C:7]=1[C:8]([F:11])([F:10])[F:9].S(=O)(=O)(O)O.[N+:21]([O-])([O-:23])=[O:22].[K+]. (3) Given the product [F:12][C:10]1[CH:9]=[C:8]2[C:3]([C:4](=[O:27])[NH:5][C:6]([C:13]3[CH:14]=[CH:15][C:16]4[O:20][C:19]([CH2:21][O:22][CH2:23][O:24][CH3:25])=[CH:18][C:17]=4[CH:26]=3)=[N:7]2)=[C:2]([O:34][CH3:32])[CH:11]=1, predict the reactants needed to synthesize it. The reactants are: F[C:2]1[CH:11]=[C:10]([F:12])[CH:9]=[C:8]2[C:3]=1[C:4](=[O:27])[NH:5][C:6]([C:13]1[CH:14]=[CH:15][C:16]3[O:20][C:19]([CH2:21][O:22][CH2:23][O:24][CH3:25])=[CH:18][C:17]=3[CH:26]=1)=[N:7]2.C[O-].[Na+].O.[C:32](O)(=[O:34])C. (4) Given the product [Cl:18][C:19]1[CH:25]=[CH:24][C:22]([NH:23][C:12](=[O:14])[C:11]2[CH:10]=[CH:9][C:8]([N:7]3[CH2:6][CH2:5][O:4][CH2:3][S:2]3(=[O:1])=[O:17])=[CH:16][CH:15]=2)=[CH:21][C:20]=1[C:26]1[N:35]=[CH:34][CH:33]=[C:32]2[C:27]=1[CH:28]=[CH:29][CH:30]=[N:31]2, predict the reactants needed to synthesize it. The reactants are: [O:1]=[S:2]1(=[O:17])[N:7]([C:8]2[CH:16]=[CH:15][C:11]([C:12]([OH:14])=O)=[CH:10][CH:9]=2)[CH2:6][CH2:5][O:4][CH2:3]1.[Cl:18][C:19]1[CH:25]=[CH:24][C:22]([NH2:23])=[CH:21][C:20]=1[C:26]1[N:35]=[CH:34][CH:33]=[C:32]2[C:27]=1[CH:28]=[CH:29][CH:30]=[N:31]2.CN(C(ON1N=NC2C=CC=NC1=2)=[N+](C)C)C.F[P-](F)(F)(F)(F)F.CCN(C(C)C)C(C)C. (5) The reactants are: [F:1][C:2]([F:28])([F:27])[C:3]1[CH:4]=[C:5]([C:13]2[N:17]=[CH:16][N:15](/[CH:18]=[C:19](\[Br:26])/[C:20]([O:22]C(C)C)=O)[N:14]=2)[CH:6]=[C:7]([C:9]([F:12])([F:11])[F:10])[CH:8]=1.ClC(OCC(C)C)=O.[CH3:37][N:38]1CCOC[CH2:39]1. Given the product [F:28][C:2]([F:1])([F:27])[C:3]1[CH:4]=[C:5]([C:13]2[N:17]=[CH:16][N:15](/[CH:18]=[C:19](\[Br:26])/[C:20]([N:38]([CH3:39])[CH3:37])=[O:22])[N:14]=2)[CH:6]=[C:7]([C:9]([F:12])([F:10])[F:11])[CH:8]=1, predict the reactants needed to synthesize it. (6) Given the product [F:29][C:22]1[CH:23]=[CH:24][C:25]([O:27][CH3:28])=[CH:26][C:21]=1[C:8]1[CH:9]=[CH:10][C:11]([OH:13])=[CH:12][C:7]=1[C:37]1[CH2:36][C:35]([CH3:49])([CH3:48])[O:34][C:33]([CH3:50])([CH3:32])[CH:38]=1, predict the reactants needed to synthesize it. The reactants are: FC(F)(F)S(O[C:7]1[CH:12]=[C:11]([O:13][Si](C(C)(C)C)(C)C)[CH:10]=[CH:9][C:8]=1[C:21]1[CH:26]=[C:25]([O:27][CH3:28])[CH:24]=[CH:23][C:22]=1[F:29])(=O)=O.[CH3:32][C:33]1([CH3:50])[CH2:38][C:37](B2OC(C)(C)C(C)(C)O2)=[CH:36][C:35]([CH3:49])([CH3:48])[O:34]1.C1(P(C2CCCCC2)C2C=CC=CC=2C2C(C(C)C)=CC(C(C)C)=CC=2C(C)C)CCCCC1.[F-].[K+]. (7) Given the product [CH3:49][N:46]1[C:47](=[O:48])[C:42]([N:67]2[CH2:72][CH2:71][S:70](=[O:74])(=[O:73])[CH2:69][CH2:68]2)=[C:43]2[C:52](=[O:53])[N:51]([CH2:54][CH2:55][C:56]3[CH:65]=[CH:64][C:63]4[C:58](=[CH:59][CH:60]=[CH:61][CH:62]=4)[N:57]=3)[C:50](=[O:66])[C:44]2=[CH:45]1, predict the reactants needed to synthesize it. The reactants are: C([O-])([O-])=O.[K+].[K+].C1(P(C2CCCCC2)C2C=CC=CC=2C2C(C(C)C)=CC(C(C)C)=CC=2C(C)C)CCCCC1.Cl[C:42]1[C:47](=[O:48])[N:46]([CH3:49])[CH:45]=[C:44]2[C:50](=[O:66])[N:51]([CH2:54][CH2:55][C:56]3[CH:65]=[CH:64][C:63]4[C:58](=[CH:59][CH:60]=[CH:61][CH:62]=4)[N:57]=3)[C:52](=[O:53])[C:43]=12.[NH:67]1[CH2:72][CH2:71][S:70](=[O:74])(=[O:73])[CH2:69][CH2:68]1.